From a dataset of Catalyst prediction with 721,799 reactions and 888 catalyst types from USPTO. Predict which catalyst facilitates the given reaction. Reactant: Br[C:2]1[CH:7]=[CH:6][C:5]([Br:8])=[CH:4][N:3]=1.[Li]CCCC.[F:14][CH:15]([F:21])[C:16](OCC)=[O:17]. Product: [Br:8][C:5]1[CH:6]=[CH:7][C:2]([C:16](=[O:17])[CH:15]([F:21])[F:14])=[N:3][CH:4]=1. The catalyst class is: 11.